From a dataset of Tyrosyl-DNA phosphodiesterase HTS with 341,365 compounds. Binary Classification. Given a drug SMILES string, predict its activity (active/inactive) in a high-throughput screening assay against a specified biological target. The drug is O=C1N(CC(=O)Nc2c(c(ccc2)C)C)C(=O)c2c1cccc2. The result is 0 (inactive).